From a dataset of Full USPTO retrosynthesis dataset with 1.9M reactions from patents (1976-2016). Predict the reactants needed to synthesize the given product. (1) Given the product [Cl:1][C:2]1[CH:3]=[C:4]([C:8]2[C:12]([CH2:13][O:14][C:15]3[CH:23]=[CH:22][C:18]([C:19]([NH:25][CH:26]4[CH2:31][CH2:30][O:29][CH2:28][CH2:27]4)=[O:21])=[CH:17][N:16]=3)=[C:11]([CH3:24])[O:10][N:9]=2)[CH:5]=[CH:6][CH:7]=1, predict the reactants needed to synthesize it. The reactants are: [Cl:1][C:2]1[CH:3]=[C:4]([C:8]2[C:12]([CH2:13][O:14][C:15]3[CH:23]=[CH:22][C:18]([C:19]([OH:21])=O)=[CH:17][N:16]=3)=[C:11]([CH3:24])[O:10][N:9]=2)[CH:5]=[CH:6][CH:7]=1.[NH2:25][CH:26]1[CH2:31][CH2:30][O:29][CH2:28][CH2:27]1. (2) Given the product [CH2:3]1[C:4]2([CH2:7][N:6]([CH2:8][C:9]3[CH:14]=[CH:13][C:12]([O:15][CH:27]4[CH2:28][N:29]([C:31]([O:33][C:34]([CH3:37])([CH3:36])[CH3:35])=[O:32])[CH2:30]4)=[CH:11][CH:10]=3)[CH2:5]2)[CH2:1][O:2]1, predict the reactants needed to synthesize it. The reactants are: [CH2:1]1[C:4]2([CH2:7][N:6]([CH2:8][C:9]3[CH:14]=[CH:13][C:12]([OH:15])=[CH:11][CH:10]=3)[CH2:5]2)[CH2:3][O:2]1.C([O-])([O-])=O.[Cs+].[Cs+].CS(O[CH:27]1[CH2:30][N:29]([C:31]([O:33][C:34]([CH3:37])([CH3:36])[CH3:35])=[O:32])[CH2:28]1)(=O)=O. (3) Given the product [CH2:1]([N:8]1[C:16]2[C:11](=[CH:12][C:13]([Cl:25])=[CH:14][CH:15]=2)[C:10]([CH2:18][C:19]([N:21]([CH3:23])[CH3:22])=[O:20])([OH:17])[C:9]1=[O:24])[C:2]1[CH:3]=[CH:4][CH:5]=[CH:6][CH:7]=1, predict the reactants needed to synthesize it. The reactants are: [CH2:1]([N:8]1[C:16]2[C:11](=[CH:12][CH:13]=[CH:14][CH:15]=2)[C:10]([CH2:18][C:19]([N:21]([CH3:23])[CH3:22])=[O:20])([OH:17])[C:9]1=[O:24])[C:2]1[CH:7]=[CH:6][CH:5]=[CH:4][CH:3]=1.[Cl:25]N1C(=O)CCC1=O.C(O)(=O)C.C1(C)C=CC=CC=1. (4) The reactants are: C[O:2][C:3]([C:5]1[CH:14]=[CH:13][C:12]2[C:7](=[CH:8][CH:9]=[C:10]([Br:15])[CH:11]=2)[CH:6]=1)=[O:4].[OH-].[Li+]. Given the product [Br:15][C:10]1[CH:11]=[C:12]2[C:7](=[CH:8][CH:9]=1)[CH:6]=[C:5]([C:3]([OH:4])=[O:2])[CH:14]=[CH:13]2, predict the reactants needed to synthesize it. (5) Given the product [Br:34][C:35]1[CH:36]=[CH:37][CH:38]=[C:39]2[C:48]=1[C:42]1([CH2:22][CH2:21][N:20]([C:18](=[O:19])[NH:1][CH:2]3[CH:9]4[CH2:10][C:5]5([OH:12])[CH2:6][CH:7]([CH2:11][CH:3]3[CH2:4]5)[CH2:8]4)[CH2:24][CH2:43]1)[CH2:41][CH:40]2[CH2:49][C:50]([O:52][CH2:53][CH3:54])=[O:51], predict the reactants needed to synthesize it. The reactants are: [NH2:1][CH:2]1[CH:9]2[CH2:10][C:5]3([OH:12])[CH2:6][CH:7]([CH2:11][CH:3]1[CH2:4]3)[CH2:8]2.C1N=CN([C:18]([N:20]2[CH:24]=N[CH:22]=[CH:21]2)=[O:19])C=1.CCN(C(C)C)C(C)C.[Br:34][C:35]1[CH:36]=[CH:37][CH:38]=[C:39]2[C:48]=1[C:42]1(CCNC[CH2:43]1)[CH2:41][CH:40]2[CH2:49][C:50]([O:52][CH2:53][CH3:54])=[O:51]. (6) Given the product [CH3:15][C:12]1[CH:13]=[CH:14][C:6]([CH2:5][OH:7])=[N:10][CH:11]=1, predict the reactants needed to synthesize it. The reactants are: C(O[C:5](=[O:7])[CH3:6])(=O)C.CC1[CH:14]=[CH:13][C:12]([CH3:15])=[CH:11][N+:10]=1[O-].[OH-].[Na+].C(Cl)Cl. (7) Given the product [F:1][C:2]([F:25])([F:26])[C:3]([NH:5][CH2:6][CH2:7][CH2:8][C:9]1[CH:14]=[CH:13][CH:12]=[C:11]([CH2:15][CH2:16][C:17]2([OH:24])[CH2:23][CH2:22][CH2:21][CH2:20][CH2:19][CH2:18]2)[CH:10]=1)=[O:4], predict the reactants needed to synthesize it. The reactants are: [F:1][C:2]([F:26])([F:25])[C:3]([NH:5][CH2:6][CH2:7][CH2:8][C:9]1[CH:14]=[CH:13][CH:12]=[C:11]([C:15]#[C:16][C:17]2([OH:24])[CH2:23][CH2:22][CH2:21][CH2:20][CH2:19][CH2:18]2)[CH:10]=1)=[O:4].C([O-])([O-])=O.[K+].[K+]. (8) The reactants are: [NH2:1][C:2]1[CH:3]=[C:4]2[C:9](=[CH:10][C:11]=1[N:12]1[CH2:17][CH2:16][CH:15]([N:18]3[CH2:22][CH2:21][CH2:20][CH2:19]3)[CH2:14][CH2:13]1)[N:8]=[CH:7][C:6]([C:23]#[N:24])=[C:5]2[NH:25][C:26]1[CH:31]=[CH:30][C:29]([S:32][C:33]2[N:34]([CH3:38])[CH:35]=[CH:36][N:37]=2)=[C:28]([Cl:39])[CH:27]=1.C(N(CC)C1C=CC=CC=1)C.[C:51](Cl)(=[O:53])[CH3:52].CN1CC[CH2:58][C:57]1=[O:61]. Given the product [C:51]([N:1]([C:2]1[CH:3]=[C:4]2[C:9](=[CH:10][C:11]=1[N:12]1[CH2:13][CH2:14][CH:15]([N:18]3[CH2:19][CH2:20][CH2:21][CH2:22]3)[CH2:16][CH2:17]1)[N:8]=[CH:7][C:6]([C:23]#[N:24])=[C:5]2[NH:25][C:26]1[CH:31]=[CH:30][C:29]([S:32][C:33]2[N:34]([CH3:38])[CH:35]=[CH:36][N:37]=2)=[C:28]([Cl:39])[CH:27]=1)[C:57](=[O:61])[CH3:58])(=[O:53])[CH3:52], predict the reactants needed to synthesize it. (9) Given the product [CH3:7][N:8]1[C:16]2[C:11](=[CH:12][CH:13]=[CH:14][CH:15]=2)[C:10]([O:17][C:25]2[CH:30]=[CH:29][CH:28]=[CH:27][CH:26]=2)([C:2]2[CH:3]=[CH:4][CH:5]=[CH:6][N:1]=2)[C:9]1=[O:18], predict the reactants needed to synthesize it. The reactants are: [N:1]1[CH:6]=[CH:5][CH:4]=[CH:3][CH:2]=1.[CH3:7][N:8]1[C:16]2[C:11](=[CH:12][CH:13]=[CH:14][CH:15]=2)[C:10](=[O:17])[C:9]1=[O:18].FC(F)(F)S(O[C:25]1[CH:30]=[CH:29][CH:28]=[CH:27][C:26]=1[Si](C)(C)C)(=O)=O.[F-].[K+].O1CCOCCOCCOCCOCCOCC1.